This data is from Forward reaction prediction with 1.9M reactions from USPTO patents (1976-2016). The task is: Predict the product of the given reaction. (1) Given the reactants [CH2:1]([O:8][C:9]1[CH:10]=[C:11]([N:15]2[CH2:20][CH2:19][N:18](C(OC(C)(C)C)=O)[CH2:17][CH2:16]2)[CH:12]=[N:13][CH:14]=1)[C:2]1[CH:7]=[CH:6][CH:5]=[CH:4][CH:3]=1.[ClH:28], predict the reaction product. The product is: [ClH:28].[CH2:1]([O:8][C:9]1[CH:10]=[C:11]([N:15]2[CH2:20][CH2:19][NH:18][CH2:17][CH2:16]2)[CH:12]=[N:13][CH:14]=1)[C:2]1[CH:7]=[CH:6][CH:5]=[CH:4][CH:3]=1. (2) Given the reactants [CH3:1][C:2]1[O:6][C:5]([C:7]2[CH:12]=[CH:11][CH:10]=[CH:9][CH:8]=2)=[N:4][C:3]=1[CH2:13][O:14][C:15]1[CH:20]=[C:19]([C:21](OC)=[O:22])[CH:18]=[CH:17][N:16]=1.[H-].[Li+].[Al+3].[H-].[H-].[H-].O.O.O.O.O.O.O.O.O.O.[O-]S([O-])(=O)=O.[Na+].[Na+], predict the reaction product. The product is: [CH3:1][C:2]1[O:6][C:5]([C:7]2[CH:12]=[CH:11][CH:10]=[CH:9][CH:8]=2)=[N:4][C:3]=1[CH2:13][O:14][C:15]1[CH:20]=[C:19]([CH2:21][OH:22])[CH:18]=[CH:17][N:16]=1. (3) Given the reactants [CH3:1][C@H:2]1[C@@H:12]2[CH2:13][CH2:14][C@:15]3([CH3:19])[O:17][O:18][C@:11]42[C@H:5]([C@@H:6]([CH3:20])[C:7]([O:9][C@@H:10]4[O:16]3)=[O:8])[CH2:4][CH2:3]1.[BH4-].[Na+].[OH-:23].[K+].[CH3:25][CH2:26][OH:27].O, predict the reaction product. The product is: [CH3:1][C@@H:2]1[C@H:12]2[CH2:13][CH2:14][C@@:15]3([CH3:19])[O:17][O:18][C@@:11]42[C@H:5]([C@H:6]([CH3:20])[C@H:7]([O:8][CH2:1][C:2]2[CH:3]=[CH:4][C:25]([C:26]([OH:23])=[O:27])=[CH:11][CH:12]=2)[O:9][C@@H:10]4[O:16]3)[CH2:4][CH2:3]1. (4) Given the reactants [CH3:1][C:2]([CH3:8])([CH2:5][O:6][CH3:7])[CH2:3][OH:4].[CH3:9][Si:10](Cl)([CH3:17])[C:11]1[CH:16]=[CH:15][CH:14]=[CH:13][CH:12]=1, predict the reaction product. The product is: [CH3:1][C:2]([CH3:8])([CH2:3][O:4][Si:10]([CH3:17])([CH3:9])[C:11]1[CH:16]=[CH:15][CH:14]=[CH:13][CH:12]=1)[CH2:5][O:6][CH3:7]. (5) Given the reactants [NH:1]1[CH2:6][CH2:5][CH:4]([CH2:7][N:8]2[C:16]3[N:11]4[C:12](=[N:17][C:18]([CH3:19])=[C:10]4[C:9]2=[O:20])[CH:13]=[CH:14][CH:15]=3)[CH2:3][CH2:2]1.C(N(CC)CC)C.C1C=CC(N([S:35]([C:38]([F:41])([F:40])[F:39])(=[O:37])=[O:36])[S:35]([C:38]([F:41])([F:40])[F:39])(=[O:37])=[O:36])=CC=1, predict the reaction product. The product is: [F:39][C:38]([F:41])([F:40])[S:35]([N:1]1[CH2:6][CH2:5][CH:4]([CH2:7][N:8]2[C:16]3[N:11]4[C:12](=[N:17][C:18]([CH3:19])=[C:10]4[C:9]2=[O:20])[CH:13]=[CH:14][CH:15]=3)[CH2:3][CH2:2]1)(=[O:37])=[O:36].